Dataset: Catalyst prediction with 721,799 reactions and 888 catalyst types from USPTO. Task: Predict which catalyst facilitates the given reaction. (1) Reactant: [Br:1][C:2]1[N:7]=[C:6]([C:8]([O:10]C)=[O:9])[C:5]([OH:12])=[CH:4][CH:3]=1.[Li+].[OH-]. Product: [Br:1][C:2]1[N:7]=[C:6]([C:8]([OH:10])=[O:9])[C:5]([OH:12])=[CH:4][CH:3]=1. The catalyst class is: 5. (2) Reactant: [CH3:1][O:2][C:3](=[O:21])[C@@H:4]([NH:10]C(OCC1C=CC=CC=1)=O)[CH2:5][CH2:6][C:7](=O)[CH3:8].[C:33]([O:32][C:30](O[C:30]([O:32][C:33]([CH3:36])([CH3:35])[CH3:34])=[O:31])=[O:31])([CH3:36])([CH3:35])[CH3:34]. Product: [CH3:1][O:2][C:3](=[O:21])[C@@H:4]1[CH2:5][CH2:6][C@@H:7]([CH3:8])[N:10]1[C:30]([O:32][C:33]([CH3:34])([CH3:35])[CH3:36])=[O:31]. The catalyst class is: 19. (3) Reactant: [C:1]([CH:7]1[CH2:12][CH2:11][CH2:10][CH2:9][N:8]1[C:13]([O:15][CH2:16][C:17]1[CH:22]=[CH:21][CH:20]=[CH:19][CH:18]=1)=[O:14])(=[O:6])[CH2:2][C:3]([CH3:5])=O.[C:23]([C:25]1[CH:32]=[CH:31][C:28]([CH:29]=O)=[CH:27][CH:26]=1)#[N:24].[F:33][C:34]([F:46])([F:45])[C:35]1[CH:36]=[C:37]([NH:41][C:42]([NH2:44])=[O:43])[CH:38]=[CH:39][CH:40]=1. Product: [C:23]([C:25]1[CH:32]=[CH:31][C:28]([CH:29]2[C:2]([C:1]([CH:7]3[CH2:12][CH2:11][CH2:10][CH2:9][N:8]3[C:13]([O:15][CH2:16][C:17]3[CH:22]=[CH:21][CH:20]=[CH:19][CH:18]=3)=[O:14])=[O:6])=[C:3]([CH3:5])[N:41]([C:37]3[CH:38]=[CH:39][CH:40]=[C:35]([C:34]([F:45])([F:46])[F:33])[CH:36]=3)[C:42](=[O:43])[NH:44]2)=[CH:27][CH:26]=1)#[N:24]. The catalyst class is: 282. (4) Reactant: Cl[C:2]1[N:7]=[CH:6][C:5]([NH:8][CH3:9])=[C:4]([C:10]2[CH:15]=[CH:14][CH:13]=[CH:12][C:11]=2[CH3:16])[CH:3]=1.CC(C)([O-])C.[Na+].C1C=CC(P(C2C(C3C(P(C4C=CC=CC=4)C4C=CC=CC=4)=CC=C4C=3C=CC=C4)=C3C(C=CC=C3)=CC=2)C2C=CC=CC=2)=CC=1.[CH3:69][S:70]([N:73]1[CH2:78][CH2:77][NH:76][CH2:75][CH2:74]1)(=[O:72])=[O:71]. Product: [CH3:9][NH:8][C:5]1[CH:6]=[N:7][C:2]([N:76]2[CH2:77][CH2:78][N:73]([S:70]([CH3:69])(=[O:72])=[O:71])[CH2:74][CH2:75]2)=[CH:3][C:4]=1[C:10]1[CH:15]=[CH:14][CH:13]=[CH:12][C:11]=1[CH3:16]. The catalyst class is: 164. (5) Reactant: [SH:1][CH2:2][CH2:3][C:4]([O:6][CH2:7][CH:8]([CH2:13][CH3:14])[CH2:9][CH2:10][CH2:11][CH3:12])=[O:5].Cl[C:16]1[C:21]([N+:22]([O-:24])=[O:23])=[CH:20][N:19]=[C:18]([O:25][CH2:26][C@@H:27]([NH:29][C:30](=[O:36])[O:31][C:32]([CH3:35])([CH3:34])[CH3:33])[CH3:28])[CH:17]=1.C(N(CC)CC)C.CN(C=O)C. Product: [C:32]([O:31][C:30]([NH:29][C@@H:27]([CH3:28])[CH2:26][O:25][C:18]1[CH:17]=[C:16]([S:1][CH2:2][CH2:3][C:4]([O:6][CH2:7][CH:8]([CH2:13][CH3:14])[CH2:9][CH2:10][CH2:11][CH3:12])=[O:5])[C:21]([N+:22]([O-:24])=[O:23])=[CH:20][N:19]=1)=[O:36])([CH3:35])([CH3:33])[CH3:34]. The catalyst class is: 6. (6) Reactant: [H-].[Na+].[CH3:3][C:4]1([OH:11])[CH2:9][CH2:8][CH:7]([OH:10])[CH2:6][CH2:5]1.[Cl:12][C:13]1[N:14]=[C:15](Cl)[C:16]2[C:21]([I:22])=[CH:20][N:19]([CH2:23][O:24][CH2:25][CH2:26][Si:27]([CH3:30])([CH3:29])[CH3:28])[C:17]=2[N:18]=1. Product: [Cl:12][C:13]1[N:14]=[C:15]([O:10][CH:7]2[CH2:8][CH2:9][C:4]([CH3:3])([OH:11])[CH2:5][CH2:6]2)[C:16]2[C:21]([I:22])=[CH:20][N:19]([CH2:23][O:24][CH2:25][CH2:26][Si:27]([CH3:30])([CH3:29])[CH3:28])[C:17]=2[N:18]=1. The catalyst class is: 1. (7) Reactant: [N+:1]([C:4]1[CH:5]=[CH:6][C:7](O)=[N:8][CH:9]=1)([O-:3])=[O:2].P(Cl)(Cl)(Cl)(Cl)[Cl:12]. Product: [Cl:12][C:7]1[CH:6]=[CH:5][C:4]([N+:1]([O-:3])=[O:2])=[CH:9][N:8]=1. The catalyst class is: 286. (8) Reactant: [BH4-].[Na+].C([O:5][C:6]([C:8]1[N:9]=[N:10][N:11]([CH2:19][C:20]2[CH:25]=[C:24]([C:26]([F:29])([F:28])[F:27])[CH:23]=[C:22]([C:30]([F:33])([F:32])[F:31])[CH:21]=2)[C:12]=1[C:13]1[CH:18]=[CH:17][CH:16]=[CH:15][CH:14]=1)=O)C.Cl.C(Cl)Cl. Product: [F:33][C:30]([F:31])([F:32])[C:22]1[CH:21]=[C:20]([CH:25]=[C:24]([C:26]([F:29])([F:28])[F:27])[CH:23]=1)[CH2:19][N:11]1[C:12]([C:13]2[CH:14]=[CH:15][CH:16]=[CH:17][CH:18]=2)=[C:8]([CH2:6][OH:5])[N:9]=[N:10]1. The catalyst class is: 14. (9) Reactant: [CH3:1][N:2]1[CH:6]=[C:5]([C:7]2[C:8]([C:32]([F:35])([F:34])[F:33])=[CH:9][C:10]3[N:15]([C:16]4[C:20]5[CH2:21][NH:22][CH2:23][CH2:24][C:19]=5[N:18]([CH:25]5[CH2:30][CH2:29][O:28][CH2:27][CH2:26]5)[N:17]=4)[CH2:14][CH2:13][O:12][C:11]=3[CH:31]=2)[CH:4]=[N:3]1.C(N(CC)CC)C.[CH3:43][NH:44][C:45](N1C=CN=C1)=[O:46]. Product: [CH3:43][NH:44][C:45]([N:22]1[CH2:23][CH2:24][C:19]2[N:18]([CH:25]3[CH2:30][CH2:29][O:28][CH2:27][CH2:26]3)[N:17]=[C:16]([N:15]3[C:10]4[CH:9]=[C:8]([C:32]([F:33])([F:35])[F:34])[C:7]([C:5]5[CH:4]=[N:3][N:2]([CH3:1])[CH:6]=5)=[CH:31][C:11]=4[O:12][CH2:13][CH2:14]3)[C:20]=2[CH2:21]1)=[O:46]. The catalyst class is: 2. (10) Reactant: [NH2:1][C:2]1[N:7]=[CH:6][N:5]=[C:4]2[N:8]([C@@H:11]3[O:26][C@H:25]([CH2:27][O:28]CC4C=CC(Cl)=CC=4Cl)[C@@H:14]([O:15]CC4C=CC(Cl)=CC=4Cl)[C@@:12]3([CH3:38])[OH:13])[N:9]=[CH:10][C:3]=12.B(Cl)(Cl)Cl. Product: [NH2:1][C:2]1[N:7]=[CH:6][N:5]=[C:4]2[N:8]([C@@H:11]3[O:26][C@H:25]([CH2:27][OH:28])[C@@H:14]([OH:15])[C@@:12]3([CH3:38])[OH:13])[N:9]=[CH:10][C:3]=12. The catalyst class is: 4.